Dataset: Reaction yield outcomes from USPTO patents with 853,638 reactions. Task: Predict the reaction yield, written as a fraction of the theoretical maximum amount of product (1.0 means a 100% yield; for example, 0.34 means a 34% yield). The reactants are [Cl:1][C:2]1[C:10]2[N:9]=[C:8]3[N:11]([C:16]4[C:21]([CH3:22])=[CH:20][C:19]([N+:23]([O-])=O)=[CH:18][N:17]=4)[CH2:12][CH2:13][CH2:14][CH2:15][N:7]3[C:6]=2[C:5]([CH:26]([CH2:29][CH3:30])[CH2:27][CH3:28])=[CH:4][CH:3]=1. The catalyst is [Pd].O1CCCC1. The product is [Cl:1][C:2]1[C:10]2[N:9]=[C:8]3[N:11]([C:16]4[N:17]=[CH:18][C:19]([NH2:23])=[CH:20][C:21]=4[CH3:22])[CH2:12][CH2:13][CH2:14][CH2:15][N:7]3[C:6]=2[C:5]([CH:26]([CH2:29][CH3:30])[CH2:27][CH3:28])=[CH:4][CH:3]=1. The yield is 0.900.